This data is from Catalyst prediction with 721,799 reactions and 888 catalyst types from USPTO. The task is: Predict which catalyst facilitates the given reaction. (1) Reactant: [N:1]12[CH2:7][C:4]([C:8]([C:16]3[CH:21]=[CH:20][CH:19]=[CH:18][CH:17]=3)([C:10]3[CH:15]=[CH:14][CH:13]=[CH:12][CH:11]=3)[OH:9])([CH2:5][CH2:6]1)[CH2:3][CH2:2]2.CC#N.[Br:25][CH2:26][CH2:27][C:28]1[CH:33]=[CH:32][CH:31]=[CH:30][CH:29]=1. Product: [Br-:25].[OH:9][C:8]([C:16]1[CH:21]=[CH:20][CH:19]=[CH:18][CH:17]=1)([C:10]1[CH:15]=[CH:14][CH:13]=[CH:12][CH:11]=1)[C:4]12[CH2:7][N+:1]([CH2:26][CH2:27][C:28]3[CH:33]=[CH:32][CH:31]=[CH:30][CH:29]=3)([CH2:6][CH2:5]1)[CH2:2][CH2:3]2. The catalyst class is: 13. (2) Reactant: [Cl:1][C:2]1[CH:11]=[CH:10][C:9]2[CH2:8][CH:7]([CH2:12][CH:13]=O)[N:6]3[C:15]4[CH:16]=[CH:17][CH:18]=[C:19]([F:22])[C:20]=4[CH:21]=[C:5]3[C:4]=2[N:3]=1.[F:23][CH:24]1[CH2:27][NH:26][CH2:25]1.[BH-](OC(C)=O)(OC(C)=O)OC(C)=O.[Na+]. Product: [Cl:1][C:2]1[CH:11]=[CH:10][C:9]2[CH2:8][CH:7]([CH2:12][CH2:13][N:26]3[CH2:27][CH:24]([F:23])[CH2:25]3)[N:6]3[C:15]4[CH:16]=[CH:17][CH:18]=[C:19]([F:22])[C:20]=4[CH:21]=[C:5]3[C:4]=2[N:3]=1. The catalyst class is: 2. (3) Reactant: C([O:8][C:9]1[CH:14]=[CH:13][C:12]([C:15](=[O:23])[CH2:16][C:17](=[O:22])[CH2:18][CH2:19][CH2:20][CH3:21])=[CH:11][CH:10]=1)C1C=CC=CC=1.[H][H]. Product: [OH:8][C:9]1[CH:10]=[CH:11][C:12]([C:15](=[O:23])[CH2:16][C:17](=[O:22])[CH2:18][CH2:19][CH2:20][CH3:21])=[CH:13][CH:14]=1. The catalyst class is: 787.